The task is: Predict the product of the given reaction.. This data is from Forward reaction prediction with 1.9M reactions from USPTO patents (1976-2016). (1) Given the reactants [CH3:1][N:2]1[CH2:7][CH2:6][CH:5]([C:8]2[CH:16]=[CH:15][C:11]([C:12]([NH2:14])=O)=[CH:10][CH:9]=2)[CH2:4][CH2:3]1.[H-].[Al+3].[Li+].[H-].[H-].[H-], predict the reaction product. The product is: [CH3:1][N:2]1[CH2:7][CH2:6][CH:5]([C:8]2[CH:9]=[CH:10][C:11]([CH2:12][NH2:14])=[CH:15][CH:16]=2)[CH2:4][CH2:3]1. (2) Given the reactants C(OC(=NNC(N)=O)C[CH:8]([NH:11][C:12](=[O:48])[C@@H:13]1[CH2:17][CH:16]([O:18][CH2:19][C:20]2[CH:25]=[CH:24][CH:23]=[CH:22][CH:21]=2)[CH2:15][N:14]1[C:26](=[O:47])[C@H:27]([CH:44]([CH3:46])[CH3:45])[NH:28][C:29](=[O:43])[C@H:30]([CH2:35][C:36]1[CH:41]=[CH:40][C:39]([OH:42])=[CH:38][CH:37]=1)[NH:31][C:32](=[O:34])[CH3:33])[CH:9]=[O:10])(C)(C)C.F[C:55](F)(F)[C:56]([OH:58])=[O:57].CO.C=O, predict the reaction product. The product is: [C:32]([NH:31][C@H:30]([C:29]([NH:28][C@H:27]([C:26]([N:14]1[CH2:15][CH:16]([O:18][CH2:19][C:20]2[CH:25]=[CH:24][CH:23]=[CH:22][CH:21]=2)[CH2:17][C@H:13]1[C:12]([NH:11][CH:8]([CH:9]=[O:10])[CH2:55][C:56]([OH:58])=[O:57])=[O:48])=[O:47])[CH:44]([CH3:45])[CH3:46])=[O:43])[CH2:35][C:36]1[CH:37]=[CH:38][C:39]([OH:42])=[CH:40][CH:41]=1)(=[O:34])[CH3:33]. (3) The product is: [F:26][C:8]([F:7])([F:27])[C:9]1[CH:10]=[CH:11][C:12]([N:15]2[CH2:20][CH2:19][CH:18]([CH2:21][OH:22])[CH2:17][CH2:16]2)=[CH:13][CH:14]=1. Given the reactants [H-].[Al+3].[Li+].[H-].[H-].[H-].[F:7][C:8]([F:27])([F:26])[C:9]1[CH:14]=[CH:13][C:12]([N:15]2[CH2:20][CH2:19][CH:18]([C:21](OCC)=[O:22])[CH2:17][CH2:16]2)=[CH:11][CH:10]=1.O.[OH-].[Na+], predict the reaction product. (4) Given the reactants Cl[CH2:2][CH2:3][O:4][C:5]1[CH:6]=[C:7]2[C:12](=[CH:13][CH:14]=1)[N:11]=[CH:10][N:9]([C:15]1[CH:16]=[C:17]([CH:24]=[CH:25][C:26]=1[CH3:27])[C:18]([NH:20][O:21][CH2:22][CH3:23])=[O:19])[C:8]2=[O:28].[I-].[K+].[CH3:31][NH:32][CH:33]([CH3:35])[CH3:34], predict the reaction product. The product is: [CH2:22]([O:21][NH:20][C:18](=[O:19])[C:17]1[CH:24]=[CH:25][C:26]([CH3:27])=[C:15]([N:9]2[C:8](=[O:28])[C:7]3[C:12](=[CH:13][CH:14]=[C:5]([O:4][CH2:3][CH2:2][N:32]([CH:33]([CH3:35])[CH3:34])[CH3:31])[CH:6]=3)[N:11]=[CH:10]2)[CH:16]=1)[CH3:23]. (5) The product is: [CH:1]1([NH:4][C:5](=[O:6])[C:7]2[CH:12]=[C:11]([C:13]3[CH:14]=[C:15]4[C:19](=[CH:20][CH:21]=3)[N:18]([CH2:22][C:23](=[O:25])[NH:36][CH2:29][C:30]3[CH:35]=[CH:34][CH:33]=[CH:32][CH:31]=3)[N:17]=[CH:16]4)[C:10]([CH3:27])=[C:9]([F:28])[CH:8]=2)[CH2:2][CH2:3]1. Given the reactants [CH:1]1([NH:4][C:5]([C:7]2[CH:8]=[C:9]([F:28])[C:10]([CH3:27])=[C:11]([C:13]3[CH:14]=[C:15]4[C:19](=[CH:20][CH:21]=3)[N:18]([CH2:22][C:23]([O:25]C)=O)[N:17]=[CH:16]4)[CH:12]=2)=[O:6])[CH2:3][CH2:2]1.[CH2:29]([NH2:36])[C:30]1[CH:35]=[CH:34][CH:33]=[CH:32][CH:31]=1, predict the reaction product. (6) Given the reactants F[P-](F)(F)(F)(F)F.N1([O:17][C:18](N(C)C)=[N+](C)C)C2C=CC=CC=2N=N1.[NH2:25][C@@H:26]1[C@@H:30]([O:31][CH2:32][CH3:33])[O:29][C:28](=[O:34])[CH2:27]1.CCN([CH2:40][CH3:41])CC.[CH2:42](Cl)Cl.CN1[C:50](=[O:51])[CH2:49][CH2:48][CH2:47]1, predict the reaction product. The product is: [CH2:50]([O:51][C:18](=[O:17])[NH:25][C@H:26]1[CH2:27][C:28](=[O:34])[O:29][C@H:30]1[O:31][CH2:32][CH3:33])[C:49]1[CH:41]=[CH:40][CH:42]=[CH:47][CH:48]=1. (7) Given the reactants [CH:1]([C:4]1[CH:9]=[CH:8][C:7]([C:10]([C:12]2[CH:17]=[C:16]([O:18][CH2:19][C:20]#[CH:21])[CH:15]=[CH:14][C:13]=2[NH:22][CH2:23][C:24]2[NH:28][N:27]=[N:26][N:25]=2)=[O:11])=[CH:6][CH:5]=1)([CH3:3])[CH3:2].[C:29]([O-:32])([O-])=O.[K+].[K+].Cl[CH2:36][C:37]#N, predict the reaction product. The product is: [CH:1]([C:4]1[CH:5]=[CH:6][C:7]([C:10]([C:12]2[CH:17]=[C:16]([O:18][CH2:19][C:20]#[CH:21])[CH:15]=[CH:14][C:13]=2[NH:22][CH2:23][C:24]2[N:25]=[N:26][N:27]([CH2:36][CH2:37][O:32][CH3:29])[N:28]=2)=[O:11])=[CH:8][CH:9]=1)([CH3:3])[CH3:2].